From a dataset of Peptide-MHC class II binding affinity with 134,281 pairs from IEDB. Regression. Given a peptide amino acid sequence and an MHC pseudo amino acid sequence, predict their binding affinity value. This is MHC class II binding data. (1) The peptide sequence is AYPSVLGQTIRNSRW. The MHC is HLA-DQA10501-DQB10301 with pseudo-sequence HLA-DQA10501-DQB10301. The binding affinity (normalized) is 0.495. (2) The peptide sequence is MSQIMYNYPAMMAHA. The MHC is DRB1_0405 with pseudo-sequence DRB1_0405. The binding affinity (normalized) is 0.177. (3) The peptide sequence is KPTAAGPKDNGGACG. The MHC is HLA-DQA10102-DQB10502 with pseudo-sequence HLA-DQA10102-DQB10502. The binding affinity (normalized) is 0. (4) The peptide sequence is GEPGIAGNKGEQGPKGEPGPA. The MHC is DRB1_0101 with pseudo-sequence DRB1_0101. The binding affinity (normalized) is 0. (5) The peptide sequence is LDSSDTIWMDIEGPP. The MHC is DRB1_0404 with pseudo-sequence DRB1_0404. The binding affinity (normalized) is 0.0385.